This data is from Reaction yield outcomes from USPTO patents with 853,638 reactions. The task is: Predict the reaction yield, written as a fraction of the theoretical maximum amount of product (1.0 means a 100% yield; for example, 0.34 means a 34% yield). (1) The reactants are Cl.[NH2:2][CH2:3][C:4]#[N:5].[N+:6]([C:9]1[CH:16]=[CH:15][CH:14]=[CH:13][C:10]=1[CH:11]=O)([O-:8])=[O:7].[BH3-]C#N.[Na+]. The catalyst is CO. The product is [N+:6]([C:9]1[CH:16]=[CH:15][CH:14]=[CH:13][C:10]=1[CH2:11][NH:5][CH2:4][C:3]#[N:2])([O-:8])=[O:7]. The yield is 0.660. (2) The reactants are [CH:1]1([CH2:6][C@@H:7]([C:20]([NH:22][NH:23][C:24]2[C:29]([F:30])=[C:28]([NH:31][CH2:32][C:33]3[CH:38]=[CH:37][CH:36]=[CH:35][N:34]=3)[N:27]=[C:26]([CH3:39])[N:25]=2)=[O:21])[CH2:8][N:9]([O:12]CC2C=CC=CC=2)[CH:10]=[O:11])[CH2:5][CH2:4][CH2:3][CH2:2]1. The catalyst is CO. The product is [CH:1]1([CH2:6][C@@H:7]([C:20]([NH:22][NH:23][C:24]2[C:29]([F:30])=[C:28]([NH:31][CH2:32][C:33]3[CH:38]=[CH:37][CH:36]=[CH:35][N:34]=3)[N:27]=[C:26]([CH3:39])[N:25]=2)=[O:21])[CH2:8][N:9]([OH:12])[CH:10]=[O:11])[CH2:5][CH2:4][CH2:3][CH2:2]1. The yield is 0.280. (3) The reactants are [N+:1]([C:4]1[CH:5]=[C:6]([N:10]2[CH:14]=[C:13]([C:15]([OH:17])=[O:16])[N:12]=[CH:11]2)[CH:7]=[CH:8][CH:9]=1)([O-:3])=[O:2].[CH3:18][N:19]([CH:21]=O)C.[C:23](Cl)(=O)[C:24](Cl)=O.[CH2:29](Cl)Cl. No catalyst specified. The product is [N:19]1[CH:21]=[CH:24][CH:23]=[C:29]([O:16][C:15]([C:13]2[N:12]=[CH:11][N:10]([C:6]3[CH:7]=[CH:8][CH:9]=[C:4]([N+:1]([O-:3])=[O:2])[CH:5]=3)[CH:14]=2)=[O:17])[CH:18]=1. The yield is 0.100. (4) The reactants are [C:1]([C:4]1[C:9]([C:10]2[CH:15]=[CH:14][CH:13]=[CH:12][CH:11]=2)=[N:8][N:7]([CH2:16][CH3:17])[C:6](=[O:18])[C:5]=1[N+:19]([O-])=O)(=[O:3])[CH3:2].N[C:23]1[CH:24]=[CH:25][CH:26]=[C:27]2[C:32]=1[N:31]=[CH:30][CH:29]=[CH:28]2. The catalyst is C(O)C. The product is [C:1]([C:4]1[C:9]([C:10]2[CH:15]=[CH:14][CH:13]=[CH:12][CH:11]=2)=[N:8][N:7]([CH2:16][CH3:17])[C:6](=[O:18])[C:5]=1[NH:19][C:23]1[CH:24]=[CH:25][CH:26]=[C:27]2[C:32]=1[N:31]=[CH:30][CH:29]=[CH:28]2)(=[O:3])[CH3:2]. The yield is 0.746. (5) The reactants are [Cl:1][C:2]1[CH:10]=[CH:9][CH:8]=[C:7]([F:11])[C:3]=1[C:4]([OH:6])=O.C(Cl)(=O)C(Cl)=O.[N+:18]([CH2:20][C:21]([O:23][CH3:24])=[O:22])#[C-:19].CCN(CC)CC. The catalyst is CN(C=O)C.C1COCC1.C(Cl)Cl. The product is [CH3:24][O:23][C:21]([C:20]1[N:18]=[CH:19][O:6][C:4]=1[C:3]1[C:7]([F:11])=[CH:8][CH:9]=[CH:10][C:2]=1[Cl:1])=[O:22]. The yield is 0.240. (6) The reactants are C([C@H]1COC(=O)N1[C:14](=[O:26])[C@@H:15]([CH3:25])[CH2:16][CH2:17][CH2:18][C:19]1[CH:24]=[CH:23][CH:22]=[CH:21][CH:20]=1)C1C=CC=CC=1.OO.[OH-].[Li+].[OH:31]S([O-])(=O)=O.[K+]. No catalyst specified. The product is [CH3:25][C@@H:15]([CH2:16][CH2:17][CH2:18][C:19]1[CH:20]=[CH:21][CH:22]=[CH:23][CH:24]=1)[C:14]([OH:26])=[O:31]. The yield is 0.950. (7) The yield is 0.620. The product is [CH:14]1([N:20]([C:21]2[CH:26]=[CH:25][CH:24]=[CH:23][N:22]=2)[C:30](=[O:29])/[CH:31]=[CH:32]/[C:28]2[CH:35]=[CH:34][C:33]([CH3:39])=[CH:38][CH:27]=2)[CH2:19][CH2:18][CH2:17][CH2:16][CH2:15]1. The catalyst is O. The reactants are S(Cl)(Cl)=O.C(N(C(C)C)C(C)C)C.[CH:14]1([NH:20][C:21]2[CH:26]=[CH:25][CH:24]=[CH:23][N:22]=2)[CH2:19][CH2:18][CH2:17][CH2:16][CH2:15]1.[CH3:27][CH:28]1[CH2:32][CH2:31][CH2:30][O:29]1.[C:33]1([CH3:39])[CH:38]=CC=[CH:35][CH:34]=1.